Dataset: NCI-60 drug combinations with 297,098 pairs across 59 cell lines. Task: Regression. Given two drug SMILES strings and cell line genomic features, predict the synergy score measuring deviation from expected non-interaction effect. (1) Drug 1: C1=CC(=CC=C1CC(C(=O)O)N)N(CCCl)CCCl.Cl. Drug 2: CC12CCC3C(C1CCC2O)C(CC4=C3C=CC(=C4)O)CCCCCCCCCS(=O)CCCC(C(F)(F)F)(F)F. Cell line: RPMI-8226. Synergy scores: CSS=18.8, Synergy_ZIP=-4.55, Synergy_Bliss=5.59, Synergy_Loewe=-0.626, Synergy_HSA=0.156. (2) Drug 1: CC12CCC3C(C1CCC2=O)CC(=C)C4=CC(=O)C=CC34C. Cell line: COLO 205. Drug 2: CC1=C2C(C(=O)C3(C(CC4C(C3C(C(C2(C)C)(CC1OC(=O)C(C(C5=CC=CC=C5)NC(=O)C6=CC=CC=C6)O)O)OC(=O)C7=CC=CC=C7)(CO4)OC(=O)C)O)C)OC(=O)C. Synergy scores: CSS=41.4, Synergy_ZIP=2.40, Synergy_Bliss=5.59, Synergy_Loewe=-17.9, Synergy_HSA=4.37.